Dataset: Full USPTO retrosynthesis dataset with 1.9M reactions from patents (1976-2016). Task: Predict the reactants needed to synthesize the given product. (1) Given the product [F:1][C:2]1[CH:3]=[C:4]([CH:7]=[CH:8][C:9]=1[N:10]1[CH2:14][CH2:13][CH2:12][CH2:11]1)[CH2:5][NH:6][C:16]([NH:15][C:18]1[CH:27]=[CH:26][CH:25]=[C:24]2[C:19]=1[CH:20]=[C:21]([CH3:28])[N:22]=[CH:23]2)=[O:17], predict the reactants needed to synthesize it. The reactants are: [F:1][C:2]1[CH:3]=[C:4]([CH:7]=[CH:8][C:9]=1[N:10]1[CH2:14][CH2:13][CH2:12][CH2:11]1)[CH2:5][NH2:6].[N:15]([C:18]1[CH:27]=[CH:26][CH:25]=[C:24]2[C:19]=1[CH:20]=[C:21]([CH3:28])[N:22]=[CH:23]2)=[C:16]=[O:17].N(C1C=CC=C2C=1C=CN=C2)=C=O. (2) Given the product [CH3:60][C:58]1[CH:59]=[C:54]([NH:53][C:51]([C:50]2[C:45]([S:44][CH2:43][C:41]3[CH:40]=[CH:39][N:38]=[C:37]([C:34]([NH:17][CH2:21][CH2:20][CH3:25])=[O:35])[CH:42]=3)=[N:46][CH:47]=[CH:48][CH:49]=2)=[O:52])[CH:55]=[C:56]([CH3:61])[CH:57]=1, predict the reactants needed to synthesize it. The reactants are: C(N(CC)C(C)C)(C)C.F[P-](F)(F)(F)(F)F.[N:17]1(OC(N(C)C)=[N+](C)C)[C:21]2N=CC=[CH:25][C:20]=2N=N1.[C:34]([C:37]1[CH:42]=[C:41]([CH2:43][S:44][C:45]2[C:50]([C:51]([NH:53][C:54]3[CH:59]=[C:58]([CH3:60])[CH:57]=[C:56]([CH3:61])[CH:55]=3)=[O:52])=[CH:49][CH:48]=[CH:47][N:46]=2)[CH:40]=[CH:39][N:38]=1)(O)=[O:35].C(N)CC. (3) The reactants are: [I:1][C:2]1[C:3]([O:11][CH2:12][C:13]([F:16])([F:15])[F:14])=[N:4][CH:5]=[C:6]([CH:10]=1)[C:7]([OH:9])=O.Cl.[F:18][C:19]([F:28])([F:27])[C:20]1[N:24]=[C:23]([CH2:25][NH2:26])[O:22][N:21]=1.CN(C(ON1N=NC2C=CC=CC1=2)=[N+](C)C)C.[B-](F)(F)(F)F.C(N(CC)C(C)C)(C)C.[OH-].[Na+]. Given the product [I:1][C:2]1[C:3]([O:11][CH2:12][C:13]([F:16])([F:15])[F:14])=[N:4][CH:5]=[C:6]([CH:10]=1)[C:7]([NH:26][CH2:25][C:23]1[O:22][N:21]=[C:20]([C:19]([F:28])([F:27])[F:18])[N:24]=1)=[O:9], predict the reactants needed to synthesize it. (4) Given the product [CH:3]1([C:8]2[C:13]([C:14]([NH:16][CH:17]3[CH:24]4[CH2:25][C:20]5([C:27]([OH:29])=[O:28])[CH2:21][CH:22]([CH2:26][CH:18]3[CH2:19]5)[CH2:23]4)=[O:15])=[CH:12][N:11]=[C:10]([NH:31][C@H:32]3[CH2:36][CH2:35][O:34][CH2:33]3)[N:9]=2)[CH2:4][CH2:5][CH2:6][CH2:7]1, predict the reactants needed to synthesize it. The reactants are: [OH-].[Na+].[CH:3]1([C:8]2[C:13]([C:14]([NH:16][CH:17]3[CH:24]4[CH2:25][C:20]5([C:27]([O:29]C)=[O:28])[CH2:21][CH:22]([CH2:26][CH:18]3[CH2:19]5)[CH2:23]4)=[O:15])=[CH:12][N:11]=[C:10]([NH:31][C@H:32]3[CH2:36][CH2:35][O:34][CH2:33]3)[N:9]=2)[CH2:7][CH2:6][CH2:5][CH2:4]1.